This data is from Full USPTO retrosynthesis dataset with 1.9M reactions from patents (1976-2016). The task is: Predict the reactants needed to synthesize the given product. (1) Given the product [C:1]([O:5][C:6]([N:8]1[C:12]([CH2:13][N:14]([CH2:24][CH3:25])[C:15]2[CH:16]=[CH:17][CH:18]=[CH:19][CH:20]=2)([CH3:21])[CH2:11][O:10][C:9]1([CH3:23])[CH3:22])=[O:7])([CH3:4])([CH3:2])[CH3:3], predict the reactants needed to synthesize it. The reactants are: [C:1]([O:5][C:6]([N:8]1[C:12]([CH3:21])([CH2:13][NH:14][C:15]2[CH:20]=[CH:19][CH:18]=[CH:17][CH:16]=2)[CH2:11][O:10][C:9]1([CH3:23])[CH3:22])=[O:7])([CH3:4])([CH3:3])[CH3:2].[CH:24](=O)[CH3:25]. (2) Given the product [C:21]([C:18]1[CH:19]=[CH:20][C:15]2[N:14]([CH3:27])[C:13](=[O:28])[N:12]([CH2:11][C@H:8]3[CH2:9][CH2:10][C@H:5]([C:3]([OH:4])=[O:2])[CH2:6][CH2:7]3)[C:16]=2[CH:17]=1)#[CH:22], predict the reactants needed to synthesize it. The reactants are: C[O:2][C:3]([C@H:5]1[CH2:10][CH2:9][C@H:8]([CH2:11][N:12]2[C:16]3[CH:17]=[C:18]([C:21]#[C:22][Si](C)(C)C)[CH:19]=[CH:20][C:15]=3[N:14]([CH3:27])[C:13]2=[O:28])[CH2:7][CH2:6]1)=[O:4]. (3) Given the product [CH3:1][O:2][C:3]1[CH:4]=[C:5]2[C:6](=[CH:7][C:8]=1[O:9][CH3:10])[C:13](=[O:15])[CH2:12][CH2:11]2, predict the reactants needed to synthesize it. The reactants are: [CH3:1][O:2][C:3]1[CH:4]=[C:5]([CH2:11][CH2:12][C:13]([OH:15])=O)[CH:6]=[CH:7][C:8]=1[O:9][CH3:10]. (4) Given the product [Si:1]([O:8][C@H:9]1[CH2:14][CH2:13][C@H:12]([N:15]2[CH:19]=[C:18]([C:30]3[CH:31]=[C:32]4[C:38]([CH:39]([C:60]5[C:65]([O:66][CH:67]([F:68])[F:69])=[CH:64][CH:63]=[C:62]([F:70])[C:61]=5[Cl:71])[C:40]([F:59])([S:50]([C:53]5[CH:58]=[CH:57][CH:56]=[CH:55][CH:54]=5)(=[O:51])=[O:52])[S:41]([C:44]5[CH:49]=[CH:48][CH:47]=[CH:46][CH:45]=5)(=[O:42])=[O:43])=[CH:37][NH:36][C:33]4=[N:34][CH:35]=3)[CH:17]=[N:16]2)[CH2:11][CH2:10]1)([C:4]([CH3:5])([CH3:7])[CH3:6])([CH3:3])[CH3:2], predict the reactants needed to synthesize it. The reactants are: [Si:1]([O:8][C@H:9]1[CH2:14][CH2:13][C@H:12]([N:15]2[CH:19]=[C:18](B3OC(C)(C)C(C)(C)O3)[CH:17]=[N:16]2)[CH2:11][CH2:10]1)([C:4]([CH3:7])([CH3:6])[CH3:5])([CH3:3])[CH3:2].Br[C:30]1[CH:31]=[C:32]2[C:38]([CH:39]([C:60]3[C:65]([O:66][CH:67]([F:69])[F:68])=[CH:64][CH:63]=[C:62]([F:70])[C:61]=3[Cl:71])[C:40]([F:59])([S:50]([C:53]3[CH:58]=[CH:57][CH:56]=[CH:55][CH:54]=3)(=[O:52])=[O:51])[S:41]([C:44]3[CH:49]=[CH:48][CH:47]=[CH:46][CH:45]=3)(=[O:43])=[O:42])=[CH:37][NH:36][C:33]2=[N:34][CH:35]=1.[F-].[K+]. (5) The reactants are: [CH2:1]([O:8][C:9]([N:11]1[CH2:15][C:14](=[O:16])[N:13]=[C:12]1[NH2:17])=[O:10])[C:2]1[CH:7]=[CH:6][CH:5]=[CH:4][CH:3]=1.CCN(CC)CC.[CH3:25][C:26](OC(C)=O)=[O:27]. Given the product [CH2:1]([O:8][C:9]([N:11]1[CH2:15][C:14](=[O:16])[N:13]=[C:12]1[NH:17][C:26](=[O:27])[CH3:25])=[O:10])[C:2]1[CH:7]=[CH:6][CH:5]=[CH:4][CH:3]=1, predict the reactants needed to synthesize it. (6) Given the product [CH2:3]([N:4]1[CH2:5][CH2:6][C@@:7]23[C:8]4[C:9]5[CH2:22][C@@H:21]1[C@:20]2([OH:23])[CH2:19][CH2:18][C:16](=[O:17])[C@@H:15]3[O:14][C:13]=4[C:12]([O:24][CH3:25])=[CH:11][CH:10]=5)[CH:2]=[CH2:1], predict the reactants needed to synthesize it. The reactants are: [CH2:1]=[CH:2][CH2:3][N:4]1[C@@H:21]2[CH2:22][C:9]3[CH:10]=[CH:11][C:12]([OH:24])=[C:13]4[O:14][C@H:15]5[C:16]([CH2:18][CH2:19][C@:20]2([OH:23])[C@:7]5([C:8]=34)[CH2:6][CH2:5]1)=[O:17].[C:25]([O-])([O-])=O.[K+].[K+].CI.O. (7) Given the product [Cl:1][C:2]1[CH:11]=[C:10]2[C:5]([CH2:6][C:7]([CH3:47])([CH3:46])[C:8](=[O:45])[N:9]2[CH:12]2[CH2:17][CH2:16][N:15]([C:18]([C:20]3[CH:25]=[CH:24][C:23]([C:26]4[CH:31]=[C:30]([F:32])[CH:29]=[CH:28][C:27]=4[O:33][CH2:34][CH2:35][CH2:36][OH:37])=[CH:22][C:21]=3[F:44])=[O:19])[CH2:14][CH2:13]2)=[N:4][CH:3]=1, predict the reactants needed to synthesize it. The reactants are: [Cl:1][C:2]1[CH:11]=[C:10]2[C:5]([CH2:6][C:7]([CH3:47])([CH3:46])[C:8](=[O:45])[N:9]2[CH:12]2[CH2:17][CH2:16][N:15]([C:18]([C:20]3[CH:25]=[CH:24][C:23]([C:26]4[CH:31]=[C:30]([F:32])[CH:29]=[CH:28][C:27]=4[O:33][CH2:34][CH2:35][CH2:36][O:37]C4CCCCO4)=[CH:22][C:21]=3[F:44])=[O:19])[CH2:14][CH2:13]2)=[N:4][CH:3]=1.O.C1(C)C=CC(S(O)(=O)=O)=CC=1.